The task is: Predict the reactants needed to synthesize the given product.. This data is from Full USPTO retrosynthesis dataset with 1.9M reactions from patents (1976-2016). (1) Given the product [N:15]1[CH:16]=[CH:17][CH:18]=[CH:19][C:14]=1[CH:10]([C:3]1[C:4]([CH3:9])=[CH:5][C:6]([CH3:8])=[CH:7][C:2]=1[CH3:1])[C:11]#[N:12], predict the reactants needed to synthesize it. The reactants are: [CH3:1][C:2]1[CH:7]=[C:6]([CH3:8])[CH:5]=[C:4]([CH3:9])[C:3]=1[CH2:10][C:11]#[N:12].Br[C:14]1[CH:19]=[CH:18][CH:17]=[CH:16][N:15]=1.CC(C)([O-])C.[K+].[Cl-].[NH4+]. (2) Given the product [OH:27][NH:26][C:20](=[O:21])[C:19]1[CH:24]=[CH:25][C:16]([C:15]#[C:14][CH2:13][NH:12][C:10]([C:2]2[S:1][C:5]3[CH:6]=[CH:7][CH:8]=[CH:9][C:4]=3[CH:3]=2)=[O:11])=[CH:17][CH:18]=1, predict the reactants needed to synthesize it. The reactants are: [S:1]1[C:5]2[CH:6]=[CH:7][CH:8]=[CH:9][C:4]=2[CH:3]=[C:2]1[C:10]([NH:12][CH2:13][C:14]#[C:15][C:16]1[CH:25]=[CH:24][C:19]([C:20](OC)=[O:21])=[CH:18][CH:17]=1)=[O:11].[NH2:26][OH:27].[OH-].[Na+].Cl. (3) Given the product [C:32]([C:36]1[CH:37]=[C:38]2[C:43](=[CH:44][CH:45]=1)[C:42](=[O:46])[N:41]([C:8]1[C:3]([CH:1]=[O:2])=[C:4]([N:10]3[CH:14]=[C:13]([C:15]#[N:16])[C:12]([NH:17][C:18]4[CH:23]=[CH:22][C:21]([C:24]([N:26]5[CH2:31][CH2:30][O:29][CH2:28][CH2:27]5)=[O:25])=[CH:20][CH:19]=4)=[N:11]3)[CH:5]=[CH:6][CH:7]=1)[N:40]=[CH:39]2)([CH3:35])([CH3:33])[CH3:34], predict the reactants needed to synthesize it. The reactants are: [CH:1]([C:3]1[C:8](I)=[CH:7][CH:6]=[CH:5][C:4]=1[N:10]1[CH:14]=[C:13]([C:15]#[N:16])[C:12]([NH:17][C:18]2[CH:23]=[CH:22][C:21]([C:24]([N:26]3[CH2:31][CH2:30][O:29][CH2:28][CH2:27]3)=[O:25])=[CH:20][CH:19]=2)=[N:11]1)=[O:2].[C:32]([C:36]1[CH:37]=[C:38]2[C:43](=[CH:44][CH:45]=1)[C:42](=[O:46])[NH:41][N:40]=[CH:39]2)([CH3:35])([CH3:34])[CH3:33].C(=O)(O)[O-].[Na+]. (4) Given the product [CH2:1]([O:3][C:4]([C:6]1[C:7]2[S:15][CH:14]=[C:13]([CH2:16][O:27][C:24]3[CH:25]=[CH:26][C:20]4[O:19][CH2:18][O:22][C:21]=4[CH:23]=3)[C:8]=2[C:9]([Cl:12])=[N:10][CH:11]=1)=[O:5])[CH3:2], predict the reactants needed to synthesize it. The reactants are: [CH2:1]([O:3][C:4]([C:6]1[C:7]2[S:15][CH:14]=[C:13]([CH2:16]Br)[C:8]=2[C:9]([Cl:12])=[N:10][CH:11]=1)=[O:5])[CH3:2].[CH2:18]1[O:22][C:21]2[CH:23]=[C:24]([OH:27])[CH:25]=[CH:26][C:20]=2[O:19]1.C(=O)([O-])[O-].[K+].[K+]. (5) Given the product [F:1][C:2]1[CH:11]=[CH:10][C:9]2[O:12][CH2:13][C:14](=[O:15])[N:7]3[C:8]=2[C:3]=1[CH:4]([CH:16]=[O:17])[CH2:5][CH2:6]3, predict the reactants needed to synthesize it. The reactants are: [F:1][C:2]1[CH:11]=[CH:10][C:9]2[O:12][CH2:13][C:14](=[O:15])[N:7]3[C:8]=2[C:3]=1[C:4](=[CH:16][O:17]C)[CH2:5][CH2:6]3.[I-].[Na+].C[Si](Cl)(C)C.S(S([O-])=O)([O-])(=O)=O.[Na+].[Na+].